From a dataset of TCR-epitope binding with 47,182 pairs between 192 epitopes and 23,139 TCRs. Binary Classification. Given a T-cell receptor sequence (or CDR3 region) and an epitope sequence, predict whether binding occurs between them. (1) The epitope is KAFSPEVIPMF. The TCR CDR3 sequence is CASRMTYGYTF. Result: 1 (the TCR binds to the epitope). (2) The epitope is SLYNTVATL. The TCR CDR3 sequence is CASSLGAGRTEAFF. Result: 1 (the TCR binds to the epitope). (3) The epitope is AYAQKIFKI. The TCR CDR3 sequence is CATSETGGVDEQFF. Result: 1 (the TCR binds to the epitope). (4) The epitope is YFPLQSYGF. The TCR CDR3 sequence is CASSLTWGGSSPLHF. Result: 1 (the TCR binds to the epitope). (5) The epitope is KLFIRQEEV. The TCR CDR3 sequence is CASSLGGNPYYEQYF. Result: 0 (the TCR does not bind to the epitope). (6) The epitope is TPGPGVRYPL. The TCR CDR3 sequence is CASEGGNYNEQFF. Result: 0 (the TCR does not bind to the epitope).